Dataset: Forward reaction prediction with 1.9M reactions from USPTO patents (1976-2016). Task: Predict the product of the given reaction. (1) The product is: [Cl:40][CH2:41][C:42]([NH:1][C:2]([CH3:39])([CH3:38])[C:3]([N:5]1[CH2:10][CH2:9][C:8]([C:31]2[CH:36]=[CH:35][CH:34]=[C:33]([F:37])[CH:32]=2)([CH2:11][CH2:12][N:13]2[CH:18]3[CH2:19][CH2:20][CH:14]2[CH2:15][CH:16]([N:21]2[C:25]4[CH:26]=[CH:27][CH:28]=[CH:29][C:24]=4[N:23]=[C:22]2[CH3:30])[CH2:17]3)[CH2:7][CH2:6]1)=[O:4])=[O:43]. Given the reactants [NH2:1][C:2]([CH3:39])([CH3:38])[C:3]([N:5]1[CH2:10][CH2:9][C:8]([C:31]2[CH:36]=[CH:35][CH:34]=[C:33]([F:37])[CH:32]=2)([CH2:11][CH2:12][N:13]2[CH:18]3[CH2:19][CH2:20][CH:14]2[CH2:15][CH:16]([N:21]2[C:25]4[CH:26]=[CH:27][CH:28]=[CH:29][C:24]=4[N:23]=[C:22]2[CH3:30])[CH2:17]3)[CH2:7][CH2:6]1)=[O:4].[Cl:40][CH2:41][C:42](Cl)=[O:43].CCN(C(C)C)C(C)C, predict the reaction product. (2) Given the reactants [OH:1][CH2:2][C:3]1[C:7]([O:8][CH3:9])=[CH:6][S:5][CH:4]=1.O[N:11]1[C:15](=[O:16])[CH2:14][CH2:13][C:12]1=[O:17].C1(P(C2C=CC=CC=2)C2C=CC=CC=2)C=CC=CC=1.CCOC(/N=N/C(OCC)=O)=O, predict the reaction product. The product is: [CH3:9][O:8][C:7]1[C:3]([CH2:2][O:1][CH:13]2[CH2:14][C:15](=[O:16])[NH:11][C:12]2=[O:17])=[CH:4][S:5][CH:6]=1. (3) The product is: [F:1][C:2]1[CH:3]=[C:4]([C:8]2[CH:9]=[C:10]([CH3:27])[C:11]([CH3:26])=[C:12]([CH2:13][NH:15][C:16]3[C:17]([CH3:24])=[C:18]([OH:23])[CH:19]=[CH:20][C:21]=3[CH3:22])[CH:25]=2)[CH:5]=[CH:6][CH:7]=1. Given the reactants [F:1][C:2]1[CH:3]=[C:4]([C:8]2[CH:9]=[C:10]([CH3:27])[C:11]([CH3:26])=[C:12]([CH:25]=2)[C:13]([NH:15][C:16]2[C:21]([CH3:22])=[CH:20][CH:19]=[C:18]([OH:23])[C:17]=2[CH3:24])=O)[CH:5]=[CH:6][CH:7]=1, predict the reaction product. (4) Given the reactants [Cl:1][C:2]1[CH:7]=[CH:6][C:5]([C:8]2[CH:9]=[C:10]3[C:24](=[O:25])[C:23]([C:30]4[CH:35]=[CH:34][C:33]([F:36])=[C:32]([F:37])[CH:31]=4)(C(OC)=O)[O:22][C:11]3=[N:12][C:13]=2[C:14]2[CH:19]=[CH:18][C:17]([Cl:20])=[CH:16][C:15]=2[Cl:21])=[CH:4][CH:3]=1.[BH4-].[Na+], predict the reaction product. The product is: [Cl:1][C:2]1[CH:3]=[CH:4][C:5]([C:8]2[CH:9]=[C:10]3[C:24]([OH:25])=[C:23]([C:30]4[CH:35]=[CH:34][C:33]([F:36])=[C:32]([F:37])[CH:31]=4)[O:22][C:11]3=[N:12][C:13]=2[C:14]2[CH:19]=[CH:18][C:17]([Cl:20])=[CH:16][C:15]=2[Cl:21])=[CH:6][CH:7]=1. (5) The product is: [CH3:23][O:22][C:11](=[O:21])[C:12]1[CH:20]=[CH:19][C:17]([O:18][C:5]2[CH:4]=[CH:3][C:2]([Br:1])=[CH:9][C:6]=2[CH:7]=[O:8])=[C:14]([O:15][CH3:16])[CH:13]=1. Given the reactants [Br:1][C:2]1[CH:3]=[CH:4][C:5](F)=[C:6]([CH:9]=1)[CH:7]=[O:8].[C:11]([O:22][CH3:23])(=[O:21])[C:12]1[CH:20]=[CH:19][C:17]([OH:18])=[C:14]([O:15][CH3:16])[CH:13]=1.C([O-])([O-])=O.[K+].[K+], predict the reaction product. (6) Given the reactants O=[C:2]1C[CH2:5][CH:4]([C:7]([O:9][C:10]([CH3:13])([CH3:12])[CH3:11])=[O:8])[CH2:3]1.CO[CH:16]([O:19][CH3:20])[O:17][CH3:18], predict the reaction product. The product is: [CH3:20][O:19][C:16]1([O:17][CH3:18])[CH2:2][CH2:3][CH:4]([C:7]([O:9][C:10]([CH3:12])([CH3:11])[CH3:13])=[O:8])[CH2:5]1. (7) Given the reactants [CH2:1]([O:8][C:9]1[CH:10]=[C:11]2[C:16](=[CH:17][C:18]=1[O:19][CH2:20][CH2:21][O:22][CH3:23])[N:15]=[CH:14][C:13]([C:24]#[N:25])=[C:12]2O)[C:2]1[CH:7]=[CH:6][CH:5]=[CH:4][CH:3]=1.P(Cl)(Cl)([Cl:29])=O, predict the reaction product. The product is: [CH2:1]([O:8][C:9]1[CH:10]=[C:11]2[C:16](=[CH:17][C:18]=1[O:19][CH2:20][CH2:21][O:22][CH3:23])[N:15]=[CH:14][C:13]([C:24]#[N:25])=[C:12]2[Cl:29])[C:2]1[CH:7]=[CH:6][CH:5]=[CH:4][CH:3]=1. (8) Given the reactants CS([C:5]1[N:10]=[C:9]([C:11]2[CH:16]=[CH:15][C:14]([S:17]([CH3:20])(=[O:19])=[O:18])=[CH:13][CH:12]=2)[CH:8]=[C:7]([C:21]([F:24])([F:23])[F:22])[N:6]=1)(=O)=O.[CH2:25]([NH2:32])[C:26]1[CH:31]=[CH:30][CH:29]=[CH:28][CH:27]=1, predict the reaction product. The product is: [CH3:20][S:17]([C:14]1[CH:15]=[CH:16][C:11]([C:9]2[CH:8]=[C:7]([C:21]([F:24])([F:23])[F:22])[N:6]=[C:5]([NH:32][CH2:25][C:26]3[CH:31]=[CH:30][CH:29]=[CH:28][CH:27]=3)[N:10]=2)=[CH:12][CH:13]=1)(=[O:19])=[O:18].